This data is from Catalyst prediction with 721,799 reactions and 888 catalyst types from USPTO. The task is: Predict which catalyst facilitates the given reaction. (1) Reactant: [CH3:1][N:2]1[CH2:15][CH:14]([CH3:16])[C:5]2[NH:6][C:7]3[CH:8]=[CH:9][C:10]([CH3:13])=[CH:11][C:12]=3[C:4]=2[CH2:3]1.[OH-].[K+].[F:19][C:20]([F:30])([F:29])[C:21]1[CH:26]=[CH:25][C:24]([CH:27]=[CH2:28])=[CH:23][N:22]=1.O. Product: [CH3:1][N:2]1[CH2:15][CH:14]([CH3:16])[C:5]2[N:6]([CH2:28][CH2:27][C:24]3[CH:23]=[N:22][C:21]([C:20]([F:30])([F:19])[F:29])=[CH:26][CH:25]=3)[C:7]3[CH:8]=[CH:9][C:10]([CH3:13])=[CH:11][C:12]=3[C:4]=2[CH2:3]1. The catalyst class is: 60. (2) Reactant: [F:1][C:2]1[CH:3]=[N:4][C:5]([C:8]([NH:10][C:11](=[O:13])[CH3:12])=[CH2:9])=[N:6][CH:7]=1. Product: [F:1][C:2]1[CH:7]=[N:6][C:5]([C@@H:8]([NH:10][C:11](=[O:13])[CH3:12])[CH3:9])=[N:4][CH:3]=1. The catalyst class is: 5. (3) Reactant: [NH:1]1[CH:5]=[CH:4][CH:3]=[N:2]1.[H-].[Na+].[C:8]([O:12][C:13]([N:15]1[CH2:20][CH2:19][CH:18]([CH2:21]Br)[CH2:17][CH2:16]1)=[O:14])([CH3:11])([CH3:10])[CH3:9]. Product: [C:8]([O:12][C:13]([N:15]1[CH2:20][CH2:19][CH:18]([CH2:21][N:1]2[CH:5]=[CH:4][CH:3]=[N:2]2)[CH2:17][CH2:16]1)=[O:14])([CH3:11])([CH3:9])[CH3:10]. The catalyst class is: 9. (4) Reactant: [CH3:1][O:2][CH2:3][O:4][C:5]1[CH:12]=[C:11]([O:13]C2CCCCO2)[CH:10]=[C:9]([CH3:20])[C:6]=1[CH:7]=[O:8].CC1C=CC(S([O-])(=O)=O)=CC=1.C1C=C[NH+]=CC=1. Product: [OH:13][C:11]1[CH:10]=[C:9]([CH3:20])[C:6]([CH:7]=[O:8])=[C:5]([O:4][CH2:3][O:2][CH3:1])[CH:12]=1. The catalyst class is: 5. (5) Reactant: [F:1][C:2]1[CH:10]=[C:9]2[C:5]([C:6](/[CH:11]=[CH:12]/[C:13]3[CH:18]=[CH:17][CH:16]=[C:15]([F:19])[CH:14]=3)=[N:7][NH:8]2)=[CH:4][C:3]=1[C:20]([OH:22])=[O:21].[H-].[Na+].[C:25](Cl)([C:38]1[CH:43]=[CH:42][CH:41]=[CH:40][CH:39]=1)([C:32]1[CH:37]=[CH:36][CH:35]=[CH:34][CH:33]=1)[C:26]1[CH:31]=[CH:30][CH:29]=[CH:28][CH:27]=1.O. Product: [F:1][C:2]1[CH:10]=[C:9]2[C:5]([C:6](/[CH:11]=[CH:12]/[C:13]3[CH:18]=[CH:17][CH:16]=[C:15]([F:19])[CH:14]=3)=[N:7][N:8]2[C:25]([C:26]2[CH:31]=[CH:30][CH:29]=[CH:28][CH:27]=2)([C:38]2[CH:39]=[CH:40][CH:41]=[CH:42][CH:43]=2)[C:32]2[CH:33]=[CH:34][CH:35]=[CH:36][CH:37]=2)=[CH:4][C:3]=1[C:20]([OH:22])=[O:21]. The catalyst class is: 9. (6) Reactant: [Br:1][CH:2]([CH2:6][CH2:7][CH2:8][CH3:9])[C:3]([OH:5])=[O:4].[OH-].[Na+].[N+]([O-])([O-])=O.[Ag+:16]. Product: [Br:1][CH:2]([CH2:6][CH2:7][CH2:8][CH3:9])[C:3]([O-:5])=[O:4].[Ag+:16]. The catalyst class is: 6. (7) Reactant: [Si]([O:18][CH2:19][C:20]1[N:21]=[CH:22][NH:23][CH:24]=1)(C(C)(C)C)(C1C=CC=CC=1)C1C=CC=CC=1.Br[CH2:26][C:27]1[CH:36]=[CH:35][C:30]([C:31]([O:33][CH3:34])=[O:32])=[CH:29][CH:28]=1.O. Product: [CH3:34][O:33][C:31](=[O:32])[C:30]1[CH:35]=[CH:36][C:27]([CH2:26][N:23]2[CH:24]=[C:20]([CH2:19][OH:18])[N:21]=[CH:22]2)=[CH:28][CH:29]=1. The catalyst class is: 11. (8) Reactant: CC1(C)[O:10][C@H:9]2[C@H:4]([C@@H:5]([CH2:16][OH:17])[O:6][C@@H:7]3[O:13]C(C)(C)[O:11][C@@H:8]32)[O:3]1.[C:19](O)(=[O:42])[CH2:20][CH2:21][CH2:22][CH2:23][CH2:24][CH2:25][CH2:26][CH2:27][C:28]#[C:29][C:30]#[C:31][CH2:32][CH2:33][CH2:34][CH2:35][CH2:36][CH2:37][CH2:38][CH2:39][CH2:40][CH3:41].C(N=C=NCCCN(C)C)C. Product: [C:19]([O:17][CH2:16][CH:5]1[CH:4]([OH:3])[CH:9]([OH:10])[CH:8]([OH:11])[CH:7]([OH:13])[O:6]1)(=[O:42])[CH2:20][CH2:21][CH2:22][CH2:23][CH2:24][CH2:25][CH2:26][CH2:27][C:28]#[C:29][C:30]#[C:31][CH2:32][CH2:33][CH2:34][CH2:35][CH2:36][CH2:37][CH2:38][CH2:39][CH2:40][CH3:41]. The catalyst class is: 2. (9) Reactant: [Br:1][C:2]1[CH:3]=[C:4]([CH2:7][OH:8])[S:5][CH:6]=1.N1C=CN=C1.[Si:14](Cl)([C:17]([CH3:20])([CH3:19])[CH3:18])([CH3:16])[CH3:15]. Product: [Br:1][C:2]1[CH:3]=[C:4]([CH2:7][O:8][Si:14]([C:17]([CH3:20])([CH3:19])[CH3:18])([CH3:16])[CH3:15])[S:5][CH:6]=1. The catalyst class is: 4. (10) Reactant: [CH3:1][O:2][SiH:3]([O:6][CH3:7])[O:4][CH3:5].C(O)(=O)C.[CH3:12][O:13][CH2:14][O:15][CH2:16][CH2:17][CH2:18][CH2:19][CH2:20][CH2:21][CH2:22][CH2:23][CH:24]=[CH2:25]. Product: [CH3:12][O:13][CH2:14][O:15][CH2:16][CH2:17][CH2:18][CH2:19][CH2:20][CH2:21][CH2:22][CH2:23][CH2:24][CH2:25][Si:3]([O:6][CH3:7])([O:4][CH3:5])[O:2][CH3:1]. The catalyst class is: 7.